The task is: Predict the reactants needed to synthesize the given product.. This data is from Full USPTO retrosynthesis dataset with 1.9M reactions from patents (1976-2016). (1) The reactants are: [Br:1][C:2]1[CH:10]=[CH:9][C:5]([CH:6]=[N:7][OH:8])=[CH:4][C:3]=1[N+:11]([O-:13])=[O:12].ClN1C(=O)CCC1=O.[Cl:22][C:23]1[CH:24]=[C:25]([C:30]([C:32]([F:35])([F:34])[F:33])=[CH2:31])[CH:26]=[C:27]([Cl:29])[CH:28]=1.C(N(CC)CC)C. Given the product [Br:1][C:2]1[CH:10]=[CH:9][C:5]([C:6]2[CH2:31][C:30]([C:25]3[CH:26]=[C:27]([Cl:29])[CH:28]=[C:23]([Cl:22])[CH:24]=3)([C:32]([F:33])([F:35])[F:34])[O:8][N:7]=2)=[CH:4][C:3]=1[N+:11]([O-:13])=[O:12], predict the reactants needed to synthesize it. (2) Given the product [ClH:70].[N:60]1([CH2:66][CH2:67][CH2:68][NH:69][C:1]([C:4]2[CH:26]=[CH:25][C:7]3[NH:8][C:9](=[C:11]([C:15]4[N:20]=[C:19]([C:21]([F:24])([F:23])[F:22])[CH:18]=[CH:17][N:16]=4)[C:12]([NH2:14])=[O:13])[NH:10][C:6]=3[CH:5]=2)=[O:3])[CH2:65][CH2:64][O:63][CH2:62][CH2:61]1, predict the reactants needed to synthesize it. The reactants are: [C:1]([C:4]1[CH:26]=[CH:25][C:7]2[NH:8][C:9](=[C:11]([C:15]3[N:20]=[C:19]([C:21]([F:24])([F:23])[F:22])[CH:18]=[CH:17][N:16]=3)[C:12]([NH2:14])=[O:13])[NH:10][C:6]=2[CH:5]=1)([OH:3])=O.CCN(C(C)C)C(C)C.CN(C(ON1N=NC2C=CC=CC1=2)=[N+](C)C)C.F[P-](F)(F)(F)(F)F.[N:60]1([CH2:66][CH2:67][CH2:68][NH2:69])[CH2:65][CH2:64][O:63][CH2:62][CH2:61]1.[ClH:70]. (3) Given the product [CH3:1][O:2][C:3]([C:4]1[CH:9]=[C:8]([NH2:10])[C:7]2[N:6]([N:25]=[C:27]([C:28]3[CH:33]=[CH:32][CH:31]=[CH:30][CH:29]=3)[N:11]=2)[CH:5]=1)=[O:12], predict the reactants needed to synthesize it. The reactants are: [CH3:1][O:2][C:3](=[O:12])[C:4]1[CH:9]=[C:8]([NH2:10])[C:7]([NH2:11])=[N:6][CH:5]=1.C1(C)C=C(C)C=C(C)C=1S(O[NH2:25])(=O)=O.[CH:27](=O)[C:28]1[CH:33]=[CH:32][CH:31]=[CH:30][CH:29]=1. (4) The reactants are: [CH3:1][O:2][C:3]1[CH:4]=[C:5]2[C:10](=[CH:11][C:12]=1[O:13][CH3:14])[N:9]=[CH:8][CH:7]=[C:6]2[O:15][C:16]1[CH:22]=[CH:21][C:19]([NH2:20])=[C:18]([CH3:23])[C:17]=1[CH3:24].Cl[C:26](Cl)([O:28][C:29](=[O:35])OC(Cl)(Cl)Cl)Cl.[CH2:37]([C:41]1[CH:46]=[CH:45]C(O)=[CH:43][CH:42]=1)[CH2:38][CH2:39][CH3:40].C(=O)(O)[O-].[Na+]. Given the product [CH3:1][O:2][C:3]1[CH:4]=[C:5]2[C:10](=[CH:11][C:12]=1[O:13][CH3:14])[N:9]=[CH:8][CH:7]=[C:6]2[O:15][C:16]1[CH:22]=[CH:21][C:19]([NH:20][C:29](=[O:35])[O:28][C:26]2[CH:45]=[CH:46][C:41]([CH2:37][CH2:38][CH2:39][CH3:40])=[CH:42][CH:43]=2)=[C:18]([CH3:23])[C:17]=1[CH3:24], predict the reactants needed to synthesize it. (5) Given the product [N:13]([C:5]1[CH:6]=[CH:7][C:2]([Br:1])=[CH:3][C:4]=1[O:11][CH3:12])=[N+:14]=[N-:15], predict the reactants needed to synthesize it. The reactants are: [Br:1][C:2]1[CH:7]=[CH:6][C:5](B(O)O)=[C:4]([O:11][CH3:12])[CH:3]=1.[N-:13]=[N+:14]=[N-:15].[Na+].[Cl-].[NH4+].[OH-].[NH4+]. (6) Given the product [NH2:6][C:11]1[N:12]=[CH:13][C:14]([C:17]2[CH:18]=[CH:19][C:20]([C:23]([C:28]3[N:33]=[CH:32][C:31]([C:34]4[N:39]=[N:38][C:37]([C:40]([OH:43])([CH3:41])[CH3:42])=[CH:36][CH:35]=4)=[CH:30][CH:29]=3)([CH3:27])[CH:24]([CH3:25])[CH3:26])=[CH:21][CH:22]=2)=[CH:15][N:16]=1, predict the reactants needed to synthesize it. The reactants are: Cl.NO.CC1[N:6]([C:11]2[N:16]=[CH:15][C:14]([C:17]3[CH:22]=[CH:21][C:20]([C:23]([C:28]4[N:33]=[CH:32][C:31]([C:34]5[N:39]=[N:38][C:37]([C:40]([OH:43])([CH3:42])[CH3:41])=[CH:36][CH:35]=5)=[CH:30][CH:29]=4)([CH3:27])[CH:24]([CH3:26])[CH3:25])=[CH:19][CH:18]=3)=[CH:13][N:12]=2)C(C)=CC=1.C(N(CC)CC)C.C(=O)(O)[O-].[Na+].